This data is from Catalyst prediction with 721,799 reactions and 888 catalyst types from USPTO. The task is: Predict which catalyst facilitates the given reaction. (1) Reactant: C[O:2][C:3]1[CH:4]=[C:5]([C:11](=[O:21])[CH:12]([N:16]2[CH2:20][CH2:19][CH2:18][CH2:17]2)[CH2:13][CH2:14][CH3:15])[CH:6]=[CH:7][C:8]=1[O:9]C.C([O-])([O-])=O.[Na+].[Na+].B(Br)(Br)Br. Product: [OH:2][C:3]1[CH:4]=[C:5]([C:11](=[O:21])[CH:12]([N:16]2[CH2:17][CH2:18][CH2:19][CH2:20]2)[CH2:13][CH2:14][CH3:15])[CH:6]=[CH:7][C:8]=1[OH:9]. The catalyst class is: 6. (2) Reactant: [F:1][C:2]([F:15])([F:14])[C:3]1[CH:13]=[N:12][C:6]2[O:7][CH2:8][C:9](=O)[NH:10][C:5]=2[CH:4]=1.[H-].[Al+3].[Li+].[H-].[H-].[H-].O.C(=O)([O-])O.[Na+]. Product: [F:14][C:2]([F:1])([F:15])[C:3]1[CH:13]=[N:12][C:6]2[O:7][CH2:8][CH2:9][NH:10][C:5]=2[CH:4]=1. The catalyst class is: 7.